Dataset: Catalyst prediction with 721,799 reactions and 888 catalyst types from USPTO. Task: Predict which catalyst facilitates the given reaction. Reactant: [NH2:1][C:2]1[N:7]=[CH:6][N:5]=[C:4]2[N:8]([CH2:25][C@H:26]3[CH2:30][CH2:29][CH2:28][N:27]3[C:31](=[O:35])[CH2:32][C:33]#[N:34])[N:9]=[C:10]([C:11]3[CH:16]=[CH:15][C:14]([O:17][C:18]4[CH:23]=[CH:22][CH:21]=[CH:20][C:19]=4[F:24])=[CH:13][CH:12]=3)[C:3]=12.N1[CH2:41][CH2:40][CH2:39][CH2:38]C1.C1(C=O)CC1. Product: [NH2:1][C:2]1[N:7]=[CH:6][N:5]=[C:4]2[N:8]([CH2:25][C@H:26]3[CH2:30][CH2:29][CH2:28][N:27]3[C:31]([C:32](=[CH:38][CH:39]3[CH2:41][CH2:40]3)[C:33]#[N:34])=[O:35])[N:9]=[C:10]([C:11]3[CH:16]=[CH:15][C:14]([O:17][C:18]4[CH:23]=[CH:22][CH:21]=[CH:20][C:19]=4[F:24])=[CH:13][CH:12]=3)[C:3]=12. The catalyst class is: 5.